This data is from Forward reaction prediction with 1.9M reactions from USPTO patents (1976-2016). The task is: Predict the product of the given reaction. (1) Given the reactants C1(P(C2C=CC=CC=2)C2C=CC=CC=2)C=CC=CC=1.O1CCCC1.Br[C:26]1[N:34]2[C:29]([CH:30]=[N:31][C:32]([S:35][CH3:36])=[N:33]2)=[CH:28][CH:27]=1.[OH:37][C:38]1[CH:43]=[CH:42][CH:41]=[CH:40][C:39]=1B(O)O.C(=O)([O-])[O-].[Na+].[Na+].C(O)C, predict the reaction product. The product is: [CH3:36][S:35][C:32]1[N:31]=[CH:30][C:29]2=[CH:28][CH:27]=[C:26]([C:39]3[CH:40]=[CH:41][CH:42]=[CH:43][C:38]=3[OH:37])[N:34]2[N:33]=1. (2) Given the reactants [Br:1][C:2]1[C:3]([O:16][CH3:17])=[C:4]([C:10]([CH:13](Br)Br)=[CH:11][CH:12]=1)[C:5]([O:7][CH2:8][CH3:9])=[O:6].C(=O)(O)[O-].[Na+].[Cl:23][C:24]1[CH:29]=[CH:28][C:27]([S:30]([O-:32])=[O:31])=[CH:26][CH:25]=1.[Na+], predict the reaction product. The product is: [Cl:23][C:24]1[CH:29]=[CH:28][C:27]([S:30]([CH2:13][C:10]2[C:4]([C:5]([O:7][CH2:8][CH3:9])=[O:6])=[C:3]([O:16][CH3:17])[C:2]([Br:1])=[CH:12][CH:11]=2)(=[O:32])=[O:31])=[CH:26][CH:25]=1. (3) Given the reactants [N+:1]([C:4]1[CH:9]=[CH:8][C:7]([C:10]([N:12]2[CH2:17][CH2:16][N:15]([CH2:18][CH3:19])[CH2:14][CH2:13]2)=[O:11])=[C:6]([Cl:20])[CH:5]=1)([O-])=O.C1(C)C=CC=CC=1, predict the reaction product. The product is: [NH2:1][C:4]1[CH:9]=[CH:8][C:7]([C:10]([N:12]2[CH2:13][CH2:14][N:15]([CH2:18][CH3:19])[CH2:16][CH2:17]2)=[O:11])=[C:6]([Cl:20])[CH:5]=1. (4) The product is: [CH3:44][N:17]1[C:18]2[C:23](=[CH:22][CH:21]=[C:20]([S:24]([NH:27][C:28]3[S:32][N:31]=[CH:30][N:29]=3)(=[O:25])=[O:26])[CH:19]=2)[C:15]([C:1]2[C:10]3[C:5](=[CH:6][CH:7]=[CH:8][CH:9]=3)[CH:4]=[CH:3][CH:2]=2)=[CH:16]1. Given the reactants [C:1]1(B(O)O)[C:10]2[C:5](=[CH:6][CH:7]=[CH:8][CH:9]=2)[CH:4]=[CH:3][CH:2]=1.Br[C:15]1[C:23]2[C:18](=[CH:19][C:20]([S:24]([N:27](CC3C=CC(OC)=CC=3OC)[C:28]3[S:32][N:31]=[CH:30][N:29]=3)(=[O:26])=[O:25])=[CH:21][CH:22]=2)[N:17]([CH3:44])[CH:16]=1, predict the reaction product. (5) Given the reactants P(Cl)(Cl)(Cl)=O.[CH2:6]([N:13]([CH:21]([CH3:23])[CH3:22])[C:14]1[CH:19]=[N:18][CH:17]=[C:16]([Cl:20])[N:15]=1)[C:7]1[CH:12]=[CH:11][CH:10]=[CH:9][CH:8]=1.O.CN([CH:28]=[O:29])C, predict the reaction product. The product is: [CH2:6]([N:13]([CH:21]([CH3:23])[CH3:22])[C:14]1[N:15]=[C:16]([Cl:20])[C:17]([CH:28]=[O:29])=[N:18][CH:19]=1)[C:7]1[CH:8]=[CH:9][CH:10]=[CH:11][CH:12]=1. (6) The product is: [Cl:15][C:16]1[CH:23]=[CH:22][C:19]([CH2:20][NH:1][CH2:2][CH2:3][N:4]2[C:8]3=[N:9][CH:10]=[N:11][C:12]([NH2:13])=[C:7]3[C:6]([I:14])=[N:5]2)=[CH:18][CH:17]=1. Given the reactants [NH2:1][CH2:2][CH2:3][N:4]1[C:8]2=[N:9][CH:10]=[N:11][C:12]([NH2:13])=[C:7]2[C:6]([I:14])=[N:5]1.[Cl:15][C:16]1[CH:23]=[CH:22][C:19]([CH:20]=O)=[CH:18][CH:17]=1.[BH3-]C#N.[Na+].C(O)(=O)C, predict the reaction product.